This data is from Catalyst prediction with 721,799 reactions and 888 catalyst types from USPTO. The task is: Predict which catalyst facilitates the given reaction. (1) Reactant: Cl.[CH2:2]([NH:4][S:5]([C:8]1[CH:13]=[CH:12][C:11]([O:14][CH3:15])=[CH:10][C:9]=1[C:16]1([OH:23])[CH2:21][CH2:20][NH:19][CH2:18][CH:17]1[CH3:22])(=[O:7])=[O:6])[CH3:3].[CH3:24][O:25][C:26]1[CH:40]=[CH:39][CH:38]=[CH:37][C:27]=1[O:28][C:29]1[CH:30]=[C:31]([CH:34]=[CH:35][CH:36]=1)[CH:32]=O.C([BH3-])#N.[Na+].C([O-])(O)=O.[Na+]. Product: [CH2:2]([NH:4][S:5]([C:8]1[CH:13]=[CH:12][C:11]([O:14][CH3:15])=[CH:10][C:9]=1[C:16]1([OH:23])[CH2:21][CH2:20][N:19]([CH2:32][C:31]2[CH:34]=[CH:35][CH:36]=[C:29]([O:28][C:27]3[CH:37]=[CH:38][CH:39]=[CH:40][C:26]=3[O:25][CH3:24])[CH:30]=2)[CH2:18][CH:17]1[CH3:22])(=[O:6])=[O:7])[CH3:3]. The catalyst class is: 467. (2) Reactant: O=[C:2]([C:6]1[CH:7]=[N:8][CH:9]=[CH:10][CH:11]=1)[CH2:3][C:4]#N.[C:12](=[S:14])=[S:13].Br[CH2:16][C:17](=[O:20])[CH2:18][CH3:19].[CH3:21]I.[NH4+].[Cl-]. Product: [CH3:4][C:3]1[C:2]([C:6]2[CH:7]=[N:8][CH:9]=[CH:10][CH:11]=2)=[C:16]([C:17](=[O:20])[CH2:18][CH3:19])[S:13][C:12]=1[S:14][CH3:21]. The catalyst class is: 3. (3) Reactant: [F:1][C:2]1[CH:3]=[CH:4][C:5]([O:18][CH:19]([CH3:21])[CH3:20])=[C:6]([N:8]2[CH2:13][CH2:12][N:11]([CH2:14][CH2:15][CH2:16][NH2:17])[CH2:10][CH2:9]2)[CH:7]=1.[C:22]1(=O)[O:28][C:26](=[O:27])[CH2:25][C:23]1=[CH2:24]. Product: [F:1][C:2]1[CH:3]=[CH:4][C:5]([O:18][CH:19]([CH3:21])[CH3:20])=[C:6]([N:8]2[CH2:13][CH2:12][N:11]([CH2:14][CH2:15][CH2:16][N:17]3[C:26](=[O:27])[CH2:25][C:23](=[CH2:24])[C:22]3=[O:28])[CH2:10][CH2:9]2)[CH:7]=1. The catalyst class is: 11. (4) Reactant: [C:1](Cl)(=[O:5])[CH2:2][CH2:3][CH3:4].[OH:7][C:8]1[CH:13]=[CH:12][C:11]([P:14]([O:25][CH2:26][CH3:27])([CH2:16][P:17]([O:22][CH2:23][CH3:24])([O:19][CH2:20][CH3:21])=[O:18])=[O:15])=[CH:10][C:9]=1[C:28]([CH3:41])([CH3:40])[CH2:29][C:30]([O:32][CH2:33][C:34]1[CH:39]=[CH:38][CH:37]=[CH:36][CH:35]=1)=[O:31].CCOC(C)=O. Product: [C:1]([O:7][C:8]1[CH:13]=[CH:12][C:11]([P:14]([O:25][CH2:26][CH3:27])([CH2:16][P:17]([O:22][CH2:23][CH3:24])([O:19][CH2:20][CH3:21])=[O:18])=[O:15])=[CH:10][C:9]=1[C:28]([CH3:41])([CH3:40])[CH2:29][C:30]([O:32][CH2:33][C:34]1[CH:39]=[CH:38][CH:37]=[CH:36][CH:35]=1)=[O:31])(=[O:5])[CH2:2][CH2:3][CH3:4]. The catalyst class is: 377. (5) Reactant: [C:1]([C:4]1[C:8]2[CH2:9][CH2:10][CH2:11][CH2:12][C:7]=2[S:6][C:5]=1[NH:13][C:14](=[O:36])[CH2:15][N:16]1[C:20]2[CH2:21][N:22](C(OC(C)(C)C)=O)[CH2:23][CH2:24][C:19]=2[C:18]([C:32]([F:35])([F:34])[F:33])=[N:17]1)(=[O:3])[NH2:2].C(Cl)Cl. Product: [F:34][C:32]([F:33])([F:35])[C:18]1[C:19]2[CH2:24][CH2:23][NH:22][CH2:21][C:20]=2[N:16]([CH2:15][C:14]([NH:13][C:5]2[S:6][C:7]3[CH2:12][CH2:11][CH2:10][CH2:9][C:8]=3[C:4]=2[C:1]([NH2:2])=[O:3])=[O:36])[N:17]=1. The catalyst class is: 55. (6) Reactant: [O:1]=[C:2]([CH2:8]OCC#C)[CH2:3][C:4]([O:6][CH3:7])=[O:5].[C:13]1(C2C=CC(C=O)=CC=2)C=CC=CC=1.CC1(C)CC(=O)CC(=O)C1.C([O-])(=O)C.[NH4+].II. Product: [O:1]=[C:2]([CH2:8][CH3:13])[CH2:3][C:4]([O:6][CH3:7])=[O:5]. The catalyst class is: 8. (7) Reactant: [CH3:1][O:2][C:3]([C:5]1[C:13]2[C:8](=[CH:9][CH:10]=[CH:11][C:12]=2[O:14][CH2:15][C:16]([O:18][CH3:19])=[O:17])[N:7]([CH2:20][C:21]2[CH:26]=[CH:25][CH:24]=[CH:23][CH:22]=2)[C:6]=1[CH3:27])=[O:4].COC(=O)[CH2:31][O:32][C:33]1C=[CH:40][CH:39]=[C:38]2[C:34]=1[CH:35]=[C:36]([CH3:49])[N:37]2[CH2:42][C:43]1[CH:48]=[CH:47][CH:46]=[CH:45][CH:44]=1.C([N:58]1C2C=CNC(=O)C=2C=C1C)C1C=CC=CC=1.[Cl-].C([Al+]CC)C.ClC(OC)=O. Product: [CH3:1][O:2][C:3]([C:5]1[C:13]2[C:8](=[CH:9][CH:10]=[CH:11][C:12]=2[O:14][CH2:15][C:16]([O:18][CH3:19])=[O:17])[N:7]([CH2:20][C:21]2[CH:26]=[CH:25][CH:24]=[CH:23][CH:22]=2)[C:6]=1[CH3:27])=[O:4].[CH2:42]([N:37]1[C:38]2[CH:39]=[CH:40][N:58]=[C:33]([O:32][CH3:31])[C:34]=2[CH:35]=[C:36]1[CH3:49])[C:43]1[CH:48]=[CH:47][CH:46]=[CH:45][CH:44]=1. The catalyst class is: 46. (8) Reactant: [OH:1][CH:2]1[CH2:6]S[CH2:4][C:3]1([CH3:9])[C:7]#[N:8].C1C=C(Cl)C=C(C(OO)=O)C=1.[S:21]([O-:25])([O-])(=[O:23])=S.[Na+].[Na+]. Product: [OH:1][CH:2]1[CH2:6][S:21](=[O:25])(=[O:23])[CH2:4][C:3]1([CH3:9])[C:7]#[N:8]. The catalyst class is: 2. (9) Reactant: [CH3:1][O:2][C:3]1[CH:4]=[C:5]2[C:10](=[CH:11][C:12]=1[O:13][CH3:14])[N:9]=[CH:8][CH:7]=[C:6]2[O:15][C:16]1[CH:22]=[CH:21][C:19]([NH2:20])=[C:18]([CH3:23])[C:17]=1[CH3:24].C1(C)C=CC=CC=1.C(N(CC)CC)C.Cl[C:40](Cl)([O:42]C(=O)OC(Cl)(Cl)Cl)Cl.[CH2:51]([O:53][C:54]1[CH:62]=[CH:61][CH:60]=[CH:59][C:55]=1[CH:56]([OH:58])[CH3:57])[CH3:52]. Product: [CH3:1][O:2][C:3]1[CH:4]=[C:5]2[C:10](=[CH:11][C:12]=1[O:13][CH3:14])[N:9]=[CH:8][CH:7]=[C:6]2[O:15][C:16]1[CH:22]=[CH:21][C:19]([NH:20][C:40](=[O:42])[O:58][CH:56]([C:55]2[CH:59]=[CH:60][CH:61]=[CH:62][C:54]=2[O:53][CH2:51][CH3:52])[CH3:57])=[C:18]([CH3:23])[C:17]=1[CH3:24]. The catalyst class is: 2. (10) Reactant: [NH2:1][C:2]1[CH:11]=[C:10]2[C:5]([CH:6]=[CH:7][CH:8]=[N:9]2)=[CH:4][CH:3]=1.[C:12]1([C:21]2[CH:26]=[CH:25][CH:24]=[CH:23][CH:22]=2)[CH:17]=[CH:16][C:15]([C:18](O)=[O:19])=[CH:14][CH:13]=1.Cl.CN(C)CCCN=C=NCC. Product: [N:9]1[C:10]2[C:5](=[CH:4][CH:3]=[C:2]([NH:1][C:18]([C:15]3[CH:16]=[CH:17][C:12]([C:21]4[CH:22]=[CH:23][CH:24]=[CH:25][CH:26]=4)=[CH:13][CH:14]=3)=[O:19])[CH:11]=2)[CH:6]=[CH:7][CH:8]=1. The catalyst class is: 172.